This data is from Full USPTO retrosynthesis dataset with 1.9M reactions from patents (1976-2016). The task is: Predict the reactants needed to synthesize the given product. Given the product [C:1]([O:5][C:6](=[O:33])[NH:7][CH2:8][CH2:9][CH2:10][N:11]1[C:20]2[CH:19]=[CH:18][C:17]([C:43]#[C:42][CH2:41][OH:44])=[CH:16][C:15]=2[C:14]2=[N:22][N:23]([CH:26]3[CH2:31][CH2:30][CH2:29][CH2:28][O:27]3)[C:24]([CH3:25])=[C:13]2[C:12]1=[O:32])([CH3:4])([CH3:3])[CH3:2], predict the reactants needed to synthesize it. The reactants are: [C:1]([O:5][C:6](=[O:33])[NH:7][CH2:8][CH2:9][CH2:10][N:11]1[C:20]2[CH:19]=[CH:18][C:17](I)=[CH:16][C:15]=2[C:14]2=[N:22][N:23]([CH:26]3[CH2:31][CH2:30][CH2:29][CH2:28][O:27]3)[C:24]([CH3:25])=[C:13]2[C:12]1=[O:32])([CH3:4])([CH3:3])[CH3:2].C(N(CC)CC)C.[CH2:41]([OH:44])[C:42]#[CH:43].